Dataset: Peptide-MHC class II binding affinity with 134,281 pairs from IEDB. Task: Regression. Given a peptide amino acid sequence and an MHC pseudo amino acid sequence, predict their binding affinity value. This is MHC class II binding data. (1) The peptide sequence is EVDQTKIQYVIRAQL. The MHC is H-2-IEd with pseudo-sequence H-2-IEd. The binding affinity (normalized) is 0.0389. (2) The peptide sequence is EKKYFNATQFEPLAA. The MHC is HLA-DQA10401-DQB10402 with pseudo-sequence HLA-DQA10401-DQB10402. The binding affinity (normalized) is 0.251. (3) The peptide sequence is KAFVLDSDNLIPKVV. The MHC is HLA-DPA10201-DPB11401 with pseudo-sequence HLA-DPA10201-DPB11401. The binding affinity (normalized) is 0.224. (4) The peptide sequence is PAADKFKTFEAAFTS. The MHC is HLA-DQA10101-DQB10501 with pseudo-sequence HLA-DQA10101-DQB10501. The binding affinity (normalized) is 0.225. (5) The peptide sequence is QNSLATEWSPCSVT. The MHC is DRB1_0401 with pseudo-sequence DRB1_0401. The binding affinity (normalized) is 0.370. (6) The peptide sequence is AAHRARANESATILM. The MHC is HLA-DQA10501-DQB10402 with pseudo-sequence HLA-DQA10501-DQB10402. The binding affinity (normalized) is 0.648. (7) The peptide sequence is KGSNPNYLALLVKFV. The MHC is DRB5_0101 with pseudo-sequence DRB5_0101. The binding affinity (normalized) is 0.435. (8) The peptide sequence is DIYNYMEPYVSKVDP. The MHC is DRB1_1602 with pseudo-sequence DRB1_1602. The binding affinity (normalized) is 0.276. (9) The peptide sequence is AEKVRNLPAGHGLNA. The MHC is DRB1_1302 with pseudo-sequence DRB1_1302. The binding affinity (normalized) is 0.506.